Dataset: Catalyst prediction with 721,799 reactions and 888 catalyst types from USPTO. Task: Predict which catalyst facilitates the given reaction. (1) Reactant: [C:9](O[C:9]([O:11][C:12]([CH3:15])([CH3:14])[CH3:13])=[O:10])([O:11][C:12]([CH3:15])([CH3:14])[CH3:13])=[O:10].[CH2:16]([O:23][C:24](=[O:42])[CH:25]([NH:34][C:35]([O:37][C:38]([CH3:41])([CH3:40])[CH3:39])=[O:36])[CH2:26][CH2:27][C:28](=[O:33])[N:29]([O:31][CH3:32])[CH3:30])[C:17]1[CH:22]=[CH:21][CH:20]=[CH:19][CH:18]=1.C[N:44](C1C=CC=CN=1)C. Product: [CH2:16]([O:23][C:24](=[O:42])[C:25]([NH:44][C:9]([O:11][C:12]([CH3:13])([CH3:14])[CH3:15])=[O:10])([NH:34][C:35]([O:37][C:38]([CH3:39])([CH3:41])[CH3:40])=[O:36])[CH2:26][CH2:27][C:28](=[O:33])[N:29]([O:31][CH3:32])[CH3:30])[C:17]1[CH:22]=[CH:21][CH:20]=[CH:19][CH:18]=1. The catalyst class is: 10. (2) Reactant: Cl[C:2]([C:4]1[C:5]([I:24])=[C:6]([N:15]([CH3:23])[C:16]([CH2:18][O:19][C:20](=[O:22])[CH3:21])=[O:17])[C:7]([I:14])=[C:8]([C:11]([Cl:13])=[O:12])[C:9]=1[I:10])=[O:3].[CH:25]([OH:29])(O)[CH2:26][CH3:27].C[OH:31].C[C:33]([N:35](C)C)=O. Product: [Cl:13][C:11]([C:8]1[C:7]([I:14])=[C:6]([N:15]([CH3:23])[C:16]([CH2:18][O:19][C:20](=[O:22])[CH3:21])=[O:17])[C:5]([I:24])=[C:4]([C:2](=[O:3])[N:35]([CH2:27][CH:26]([OH:31])[CH2:25][OH:29])[CH3:33])[C:9]=1[I:10])=[O:12]. The catalyst class is: 13.